This data is from Catalyst prediction with 721,799 reactions and 888 catalyst types from USPTO. The task is: Predict which catalyst facilitates the given reaction. (1) Reactant: [Cl:1][C:2]1[CH:7]=[CH:6][C:5]([CH:8]([C:10]2[CH:15]=[CH:14][C:13]([O:16][CH2:17][CH2:18][CH2:19][CH2:20][CH2:21][CH3:22])=[CH:12][CH:11]=2)[OH:9])=[CH:4][C:3]=1[S:23]([NH2:26])(=[O:25])=[O:24].CC(C)=O.OS(O)(=O)=O.O=[Cr](=O)=O. Product: [Cl:1][C:2]1[CH:7]=[CH:6][C:5]([C:8](=[O:9])[C:10]2[CH:11]=[CH:12][C:13]([O:16][CH2:17][CH2:18][CH2:19][CH2:20][CH2:21][CH3:22])=[CH:14][CH:15]=2)=[CH:4][C:3]=1[S:23]([NH2:26])(=[O:25])=[O:24]. The catalyst class is: 95. (2) Reactant: Cl.[NH2:2][CH2:3][C:4]1[CH:5]=[C:6]2[C:10](=[CH:11][CH:12]=1)[C:9](=[O:13])[N:8]([CH:14]1[CH2:19][CH2:18][C:17](=[O:20])[NH:16][C:15]1=[O:21])[CH2:7]2.[F:22][C:23]1[CH:28]=[C:27]([F:29])[CH:26]=[CH:25][C:24]=1[C:30]([F:35])([F:34])[C:31](O)=[O:32].C(N(C(C)C)CC)(C)C.F[P-](F)(F)(F)(F)F.CN(C(N(C)C)=[N+]1C2C(=NC=CC=2)[N+]([O-])=N1)C. Product: [F:22][C:23]1[CH:28]=[C:27]([F:29])[CH:26]=[CH:25][C:24]=1[C:30]([F:35])([F:34])[C:31]([NH:2][CH2:3][C:4]1[CH:5]=[C:6]2[C:10](=[CH:11][CH:12]=1)[C:9](=[O:13])[N:8]([CH:14]1[CH2:19][CH2:18][C:17](=[O:20])[NH:16][C:15]1=[O:21])[CH2:7]2)=[O:32]. The catalyst class is: 35. (3) Reactant: [OH:1][C:2]1[CH:34]=[CH:33][C:5]([O:6][C:7]2[N:12]=[C:11]([CH3:13])[C:10]([CH2:14][N:15]3[CH2:20][CH2:19][CH:18]([N:21]4[C@H:25]([C:26]5[CH:31]=[CH:30][CH:29]=[CH:28][CH:27]=5)[CH2:24][NH:23][C:22]4=[O:32])[CH2:17][CH2:16]3)=[CH:9][CH:8]=2)=[CH:4][CH:3]=1.[H-].[Na+].BrC[CH2:39][CH2:40][O:41][CH2:42]CCBr. Product: [CH3:42][O:41][CH2:40][CH2:39][O:1][C:2]1[CH:3]=[CH:4][C:5]([O:6][C:7]2[N:12]=[C:11]([CH3:13])[C:10]([CH2:14][N:15]3[CH2:16][CH2:17][CH:18]([N:21]4[C@H:25]([C:26]5[CH:27]=[CH:28][CH:29]=[CH:30][CH:31]=5)[CH2:24][NH:23][C:22]4=[O:32])[CH2:19][CH2:20]3)=[CH:9][CH:8]=2)=[CH:33][CH:34]=1. The catalyst class is: 1. (4) Reactant: Cl[C:2]1[CH:7]=[CH:6][CH:5]=[CH:4][C:3]=1[N+:8]([O-:10])=[O:9].[NH2:11][CH:12]1[CH2:17][CH2:16][N:15]([C:18]([O:20][C:21]([CH3:24])([CH3:23])[CH3:22])=[O:19])[CH2:14][CH2:13]1.C([O-])([O-])=O.[K+].[K+]. Product: [N+:8]([C:3]1[CH:4]=[CH:5][CH:6]=[CH:7][C:2]=1[NH:11][CH:12]1[CH2:13][CH2:14][N:15]([C:18]([O:20][C:21]([CH3:24])([CH3:23])[CH3:22])=[O:19])[CH2:16][CH2:17]1)([O-:10])=[O:9]. The catalyst class is: 3. (5) Reactant: Cl.Cl.Cl.[NH2:4][CH2:5][CH2:6][N:7]1[CH2:14][CH:13]2[O:15][CH:9]([CH2:10][N:11]([CH2:16][CH2:17][O:18][C:19]3[CH:26]=[CH:25][C:22]([C:23]#[N:24])=[CH:21][CH:20]=3)[CH2:12]2)[CH2:8]1.[CH3:27][C:28]1[C:32]([S:33](Cl)(=[O:35])=[O:34])=[C:31]([CH3:37])[O:30][N:29]=1.C(N(CC)CC)C. Product: [C:23]([C:22]1[CH:21]=[CH:20][C:19]([O:18][CH2:17][CH2:16][N:11]2[CH2:10][CH:9]3[O:15][CH:13]([CH2:14][N:7]([CH2:6][CH2:5][NH:4][S:33]([C:32]4[C:28]([CH3:27])=[N:29][O:30][C:31]=4[CH3:37])(=[O:35])=[O:34])[CH2:8]3)[CH2:12]2)=[CH:26][CH:25]=1)#[N:24]. The catalyst class is: 2. (6) Reactant: [NH2:1][C:2]1[C:11]([C:12]([OH:14])=O)=[C:5]2[N:6]=[CH:7][C:8]([F:10])=[CH:9][N:4]2[N:3]=1.C(N(CC)CC)C.S(Cl)([Cl:24])=O. Product: [NH2:1][C:2]1[C:11]([C:12]([Cl:24])=[O:14])=[C:5]2[N:6]=[CH:7][C:8]([F:10])=[CH:9][N:4]2[N:3]=1. The catalyst class is: 4. (7) Product: [Br:1][C:2]1[CH:8]=[CH:7][C:5]([NH:6][C:11]2[S:12][C:13]3[CH:19]=[CH:18][CH:17]=[CH:16][C:14]=3[N:15]=2)=[C:4]([F:9])[CH:3]=1. Reactant: [Br:1][C:2]1[CH:8]=[CH:7][C:5]([NH2:6])=[C:4]([F:9])[CH:3]=1.Cl[C:11]1[S:12][C:13]2[CH:19]=[CH:18][CH:17]=[CH:16][C:14]=2[N:15]=1. The catalyst class is: 11. (8) Product: [C:31]([C:30]1[CH:29]=[CH:28][C:27]([C:21]2([F:20])[CH2:26][CH2:25][N:24]([C:8]([C:7]3[C:6]([CH2:17][CH3:18])=[CH:5][C:4]([CH:1]4[CH2:2][CH2:3]4)=[C:12]([CH:11]=3)[C:13]([O:15][CH3:16])=[O:14])=[O:10])[CH2:23][CH2:22]2)=[CH:34][CH:33]=1)#[N:32]. Reactant: [CH:1]1([C:4]2[C:12]([C:13]([O:15][CH3:16])=[O:14])=[CH:11][C:7]([C:8]([OH:10])=O)=[C:6]([CH2:17][CH3:18])[CH:5]=2)[CH2:3][CH2:2]1.Cl.[F:20][C:21]1([C:27]2[CH:34]=[CH:33][C:30]([C:31]#[N:32])=[CH:29][CH:28]=2)[CH2:26][CH2:25][NH:24][CH2:23][CH2:22]1.CCN(C(C)C)C(C)C.CN(C(ON1N=NC2C=CC=CC1=2)=[N+](C)C)C.F[P-](F)(F)(F)(F)F. The catalyst class is: 9. (9) The catalyst class is: 12. Product: [ClH:28].[ClH:28].[CH3:27][O:26][C:22]1[CH:21]=[C:20]([C:18]2[N:19]=[C:15]([NH:14][CH:11]3[CH2:12][CH2:13][NH:8][CH2:9][CH2:10]3)[O:16][CH:17]=2)[CH:25]=[CH:24][CH:23]=1. Reactant: C(OC([N:8]1[CH2:13][CH2:12][CH:11]([NH:14][C:15]2[O:16][CH:17]=[C:18]([C:20]3[CH:25]=[CH:24][CH:23]=[C:22]([O:26][CH3:27])[CH:21]=3)[N:19]=2)[CH2:10][CH2:9]1)=O)(C)(C)C.[ClH:28].